From a dataset of Forward reaction prediction with 1.9M reactions from USPTO patents (1976-2016). Predict the product of the given reaction. (1) Given the reactants [F:1][C:2]([F:19])([F:18])[C:3]1[CH:4]=[CH:5][C:6]([N:9]2[CH2:14][CH2:13][CH:12]([C:15]([OH:17])=O)[CH2:11][CH2:10]2)=[N:7][CH:8]=1.F[P-](F)(F)(F)(F)F.N1(OC(N(C)C)=[N+](C)C)C2N=CC=CC=2N=N1.C(N(CC)CC)C.[C:51]([C:55]1[N:60]=[C:59]([N:61]2[CH2:66][CH2:65][N:64]([CH2:67][CH2:68][CH2:69][CH2:70][NH2:71])[CH2:63][CH2:62]2)[CH:58]=[C:57]([CH3:72])[N:56]=1)([CH3:54])([CH3:53])[CH3:52], predict the reaction product. The product is: [C:51]([C:55]1[N:60]=[C:59]([N:61]2[CH2:62][CH2:63][N:64]([CH2:67][CH2:68][CH2:69][CH2:70][NH:71][C:15]([CH:12]3[CH2:11][CH2:10][N:9]([C:6]4[CH:5]=[CH:4][C:3]([C:2]([F:1])([F:19])[F:18])=[CH:8][N:7]=4)[CH2:14][CH2:13]3)=[O:17])[CH2:65][CH2:66]2)[CH:58]=[C:57]([CH3:72])[N:56]=1)([CH3:54])([CH3:53])[CH3:52]. (2) Given the reactants [CH2:1]([C:3]1[CH:8]=[CH:7][N:6]=[CH:5][C:4]=1[C:9]1[NH:10][CH:11]=[C:12]([C:14]2[CH:19]=[CH:18][C:17]([F:20])=[CH:16][CH:15]=2)[N:13]=1)[CH3:2].CC1C(C(O)=O)=CN=CC=1.[OH-].[Na+], predict the reaction product. The product is: [CH2:1]([C:3]1[CH:8]=[CH:7][N:6]=[CH:5][C:4]=1[C:9]1[NH:10][CH:11]=[C:12]([C:14]2[CH:19]=[CH:18][C:17]([F:20])=[CH:16][CH:15]=2)[N:13]=1)[CH3:2]. (3) Given the reactants C(Cl)(=O)C(Cl)=O.CS(C)=O.[CH2:11]([O:18][C@H:19]1[C@H:24]([O:25][CH2:26][C:27]2[CH:32]=[CH:31][CH:30]=[CH:29][CH:28]=2)[C@@H:23]([O:33][CH2:34][C:35]2[CH:40]=[CH:39][CH:38]=[CH:37][CH:36]=2)[C:22]([C:43]2[CH:48]=[CH:47][C:46]([CH2:49][CH3:50])=[C:45]([CH2:51][C:52]3[CH:61]=[CH:60][C:55]4[O:56][CH2:57][CH2:58][O:59][C:54]=4[CH:53]=3)[CH:44]=2)([O:41][CH3:42])[O:21][C@@H:20]1[CH2:62][OH:63])[C:12]1[CH:17]=[CH:16][CH:15]=[CH:14][CH:13]=1.C(N(CC)CC)C.Cl, predict the reaction product. The product is: [CH2:11]([O:18][C@H:19]1[C@H:24]([O:25][CH2:26][C:27]2[CH:32]=[CH:31][CH:30]=[CH:29][CH:28]=2)[C@@H:23]([O:33][CH2:34][C:35]2[CH:36]=[CH:37][CH:38]=[CH:39][CH:40]=2)[C:22]([C:43]2[CH:48]=[CH:47][C:46]([CH2:49][CH3:50])=[C:45]([CH2:51][C:52]3[CH:61]=[CH:60][C:55]4[O:56][CH2:57][CH2:58][O:59][C:54]=4[CH:53]=3)[CH:44]=2)([O:41][CH3:42])[O:21][C@@H:20]1[CH:62]=[O:63])[C:12]1[CH:13]=[CH:14][CH:15]=[CH:16][CH:17]=1. (4) Given the reactants [CH3:1][C:2]1[CH:6]=[CH:5][S:4][C:3]=1[CH:7]=[O:8].[Br:9]Br, predict the reaction product. The product is: [Br:9][C:5]1[S:4][C:3]([CH:7]=[O:8])=[C:2]([CH3:1])[CH:6]=1. (5) Given the reactants [CH:1]1([N:4]2[C:13]3[C:8](=[CH:9][C:10]([F:20])=[C:11]([NH:16][CH2:17][CH2:18][OH:19])[C:12]=3[O:14][CH3:15])[C:7](=[O:21])[CH:6]([C:22]([OH:24])=[O:23])[CH2:5]2)[CH2:3][CH2:2]1, predict the reaction product. The product is: [C:1]([CH2:2][CH2:3][O:19][CH2:18][CH2:17][NH:16][C:11]1[C:12]([O:14][CH3:15])=[C:13]2[C:8]([C:7](=[O:21])[C:6]([C:22]([OH:24])=[O:23])=[CH:5][N:4]2[CH:1]2[CH2:2][CH2:3]2)=[CH:9][C:10]=1[F:20])#[N:4]. (6) Given the reactants [C:1]([CH:4]([CH:6]([C:8]([O-:10])=[O:9])O)O)([O-])=O.[Cr](O[Cr]([O-])(=O)=O)([O-])(=O)=O.[NH+:20]1[CH:25]=[CH:24][CH:23]=[CH:22][CH:21]=1.[NH+]1C=[CH:30][CH:29]=[CH:28][CH:27]=1.[N+](=[CH2:34])=[N-].[ClH:35], predict the reaction product. The product is: [CH3:34][O:10][C:8]([C@H:6]([C:4]1[CH:30]=[CH:29][CH:28]=[CH:27][CH:1]=1)[C@@H:25]1[NH:20][CH2:21][CH2:22][CH2:23][CH2:24]1)=[O:9].[ClH:35]. (7) Given the reactants [Cl:1][C:2]1[C:3]([CH:9]=[N:10][OH:11])=[N:4][CH:5]=[C:6]([Cl:8])[CH:7]=1.ClN1C(=O)CCC1=O.[CH2:20]([O:22][C:23](=[O:27])[C:24]#[C:25][CH3:26])[CH3:21].C(N(CC)CC)C, predict the reaction product. The product is: [CH2:20]([O:22][C:23]([C:24]1[C:9]([C:3]2[C:2]([Cl:1])=[CH:7][C:6]([Cl:8])=[CH:5][N:4]=2)=[N:10][O:11][C:25]=1[CH3:26])=[O:27])[CH3:21]. (8) Given the reactants [NH2:1][C@@H:2]1[CH2:7][CH2:6][CH2:5][CH2:4][C@H:3]1[NH:8][C:9](=[O:15])[O:10][C:11]([CH3:14])([CH3:13])[CH3:12].C(N(C(C)C)CC)(C)C.[C:25](Cl)(=[O:28])[CH:26]=[CH2:27], predict the reaction product. The product is: [C:25]([NH:1][C@@H:2]1[CH2:7][CH2:6][CH2:5][CH2:4][C@H:3]1[NH:8][C:9](=[O:15])[O:10][C:11]([CH3:12])([CH3:14])[CH3:13])(=[O:28])[CH:26]=[CH2:27].